Dataset: Catalyst prediction with 721,799 reactions and 888 catalyst types from USPTO. Task: Predict which catalyst facilitates the given reaction. Reactant: Cl[C:2]1[N:10]=[C:9]2[C:5]([N:6]=[CH:7][NH:8]2)=[C:4]([C:11]([N:13]2[CH2:18][CH2:17][O:16][CH2:15][CH2:14]2)=[O:12])[N:3]=1.[CH3:19][O:20][C:21]1[CH:26]=[C:25]([N:27]2[CH2:32][CH2:31][O:30][CH2:29][CH2:28]2)[CH:24]=[CH:23][C:22]=1[NH2:33].C([O-])(=O)C.[Na+]. Product: [CH3:19][O:20][C:21]1[CH:26]=[C:25]([N:27]2[CH2:28][CH2:29][O:30][CH2:31][CH2:32]2)[CH:24]=[CH:23][C:22]=1[NH:33][C:2]1[N:10]=[C:9]2[C:5]([N:6]=[CH:7][NH:8]2)=[C:4]([C:11]([N:13]2[CH2:18][CH2:17][O:16][CH2:15][CH2:14]2)=[O:12])[N:3]=1. The catalyst class is: 22.